From a dataset of Reaction yield outcomes from USPTO patents with 853,638 reactions. Predict the reaction yield, written as a fraction of the theoretical maximum amount of product (1.0 means a 100% yield; for example, 0.34 means a 34% yield). (1) The reactants are [Cl:1][S:2](CC(Cl)=O)(=[O:4])=[O:3].C[OH:10].[CH3:11][CH2:12][O:13][CH2:14]C. No catalyst specified. The product is [Cl:1][S:2]([CH2:11][C:12]([O:13][CH3:14])=[O:10])(=[O:4])=[O:3]. The yield is 0.950. (2) The reactants are [CH3:1][C:2]1[O:6][C:5]([C:7]2[CH:12]=[CH:11][CH:10]=[CH:9][CH:8]=2)=[N:4][C:3]=1[CH2:13][O:14][C:15]1[CH:35]=[CH:34][C:18]([O:19][CH2:20][C:21]2[O:25][C:24]([C:26]3[CH:31]=[CH:30][CH:29]=[CH:28][CH:27]=3)=[N:23][C:22]=2[CH:32]=O)=[CH:17][CH:16]=1.C(OP([CH2:44][C:45]([O:47][CH2:48][CH3:49])=[O:46])(OCC)=O)C.CN(C)C=O.[H-].[Na+]. The catalyst is O. The product is [CH3:1][C:2]1[O:6][C:5]([C:7]2[CH:8]=[CH:9][CH:10]=[CH:11][CH:12]=2)=[N:4][C:3]=1[CH2:13][O:14][C:15]1[CH:35]=[CH:34][C:18]([O:19][CH2:20][C:21]2[O:25][C:24]([C:26]3[CH:27]=[CH:28][CH:29]=[CH:30][CH:31]=3)=[N:23][C:22]=2/[CH:32]=[CH:44]/[C:45]([O:47][CH2:48][CH3:49])=[O:46])=[CH:17][CH:16]=1. The yield is 0.490.